Dataset: Peptide-MHC class I binding affinity with 185,985 pairs from IEDB/IMGT. Task: Regression. Given a peptide amino acid sequence and an MHC pseudo amino acid sequence, predict their binding affinity value. This is MHC class I binding data. The peptide sequence is HLAAQGMAY. The MHC is HLA-B45:01 with pseudo-sequence HLA-B45:01. The binding affinity (normalized) is 0.